Dataset: Forward reaction prediction with 1.9M reactions from USPTO patents (1976-2016). Task: Predict the product of the given reaction. (1) Given the reactants Cl[C:2]1[C:11]2[C:6](=[C:7]([C:12]3[C:17]([CH3:18])=[CH:16][C:15]([CH3:19])=[CH:14][C:13]=3[CH3:20])[N:8]=[CH:9][CH:10]=2)[N:5]=[C:4]([CH3:21])[C:3]=1[CH2:22][CH2:23]Cl, predict the reaction product. The product is: [CH2:7]([CH:6]([N:5]1[C:2]2[C:11]3[CH:10]=[CH:9][N:8]=[C:7]([C:12]4[C:17]([CH3:18])=[CH:16][C:15]([CH3:19])=[CH:14][C:13]=4[CH3:20])[C:6]=3[N:5]=[C:4]([CH3:21])[C:3]=2[CH2:22][CH2:23]1)[CH2:11][CH3:10])[CH3:12]. (2) The product is: [N:2]1[N:1]=[C:3]([C:26]2[CH:25]=[C:24]([NH:27][C:37]([C:36]3[CH:35]=[CH:34][C:33]([C:40]4[CH:45]=[CH:44][C:43]([C:46]([F:49])([F:48])[F:47])=[CH:42][CH:41]=4)=[CH:32][C:31]=3[CH3:30])=[O:38])[CH:23]=[CH:19][C:18]=2[Cl:17])[N:8]2[CH:7]=[CH:6][CH:5]=[CH:16][C:11]=12. Given the reactants [NH:1]([C:3]1[N:8]=[CH:7][CH:6]=[CH:5]N=1)[NH2:2].N([C:11]1[CH:16]=NC=CN=1)N.[Cl:17][C:18]1[CH:26]=[CH:25][C:24]([N+:27]([O-])=O)=[CH:23][C:19]=1C(O)=O.[CH3:30][C:31]1[CH:32]=[C:33]([C:40]2[CH:45]=[CH:44][C:43]([C:46]([F:49])([F:48])[F:47])=[CH:42][CH:41]=2)[CH:34]=[CH:35][C:36]=1[C:37](O)=[O:38], predict the reaction product. (3) Given the reactants Br[C:2]1[CH:7]=[CH:6][C:5]([C:8]2[N:9]=[CH:10][C:11]([NH2:14])=[N:12][CH:13]=2)=[C:4]([CH3:15])[CH:3]=1.[CH3:16][N:17]([CH3:30])[S:18]([C:21]1[CH:26]=[CH:25][CH:24]=[CH:23][C:22]=1B(O)O)(=[O:20])=[O:19], predict the reaction product. The product is: [NH2:14][C:11]1[N:12]=[CH:13][C:8]([C:5]2[CH:6]=[CH:7][C:2]([C:22]3[C:21]([S:18]([N:17]([CH3:30])[CH3:16])(=[O:19])=[O:20])=[CH:26][CH:25]=[CH:24][CH:23]=3)=[CH:3][C:4]=2[CH3:15])=[N:9][CH:10]=1. (4) Given the reactants [F:1][C:2]([F:36])([F:35])[CH2:3][C:4]([NH:6][CH2:7][C@@H:8]1[O:12][C:11](=[O:13])[N:10]([C:14]2[CH:34]=[CH:33][C:17]3[C:18]4[N:19](C(=O)CC(F)(F)F)[N:20]=[CH:21][C:22]=4[CH2:23][CH2:24][CH2:25][C:16]=3[CH:15]=2)[CH2:9]1)=[O:5].C(N)C1C=CC=CC=1, predict the reaction product. The product is: [F:35][C:2]([F:1])([F:36])[CH2:3][C:4]([NH:6][CH2:7][C@@H:8]1[O:12][C:11](=[O:13])[N:10]([C:14]2[CH:34]=[CH:33][C:17]3[C:18]4[NH:19][N:20]=[CH:21][C:22]=4[CH2:23][CH2:24][CH2:25][C:16]=3[CH:15]=2)[CH2:9]1)=[O:5]. (5) The product is: [F:1][C:2]1[CH:7]=[CH:6][C:5]([C:8]2[C:17]3[C:12](=[CH:13][C:14]([S:18]([NH:21][C:22]4[S:23][CH:24]=[CH:25][N:26]=4)(=[O:19])=[O:20])=[CH:15][CH:16]=3)[CH:11]=[CH:10][N:9]=2)=[C:4]([OH:36])[CH:3]=1. Given the reactants [F:1][C:2]1[CH:7]=[CH:6][C:5]([C:8]2[C:17]3[C:12](=[CH:13][C:14]([S:18]([N:21](CC4C=CC(OC)=CC=4)[C:22]4[S:23][CH:24]=[CH:25][N:26]=4)(=[O:20])=[O:19])=[CH:15][CH:16]=3)[CH:11]=[CH:10][N:9]=2)=[C:4]([OH:36])[CH:3]=1.C(O)(C(F)(F)F)=O, predict the reaction product. (6) Given the reactants [S:1]([N:5]1[CH2:10][CH2:9][N:8]([C:11]([O:13][C:14]([CH3:17])([CH3:16])[CH3:15])=[O:12])[CH2:7][CH2:6]1)(=[O:4])(=[O:3])[NH2:2].Cl[C:19]1[CH:24]=[C:23]([O:25][C@@H:26]([C@@H:28]2[CH2:32][O:31][C:30]([CH3:34])([CH3:33])[O:29]2)[CH3:27])[N:22]=[C:21]([S:35][CH2:36][C:37]2[CH:42]=[CH:41][CH:40]=[C:39]([F:43])[C:38]=2[F:44])[N:20]=1, predict the reaction product. The product is: [F:44][C:38]1[C:39]([F:43])=[CH:40][CH:41]=[CH:42][C:37]=1[CH2:36][S:35][C:21]1[N:20]=[C:19]([NH:2][S:1]([N:5]2[CH2:6][CH2:7][N:8]([C:11]([O:13][C:14]([CH3:17])([CH3:16])[CH3:15])=[O:12])[CH2:9][CH2:10]2)(=[O:3])=[O:4])[CH:24]=[C:23]([O:25][C@@H:26]([C@@H:28]2[CH2:32][O:31][C:30]([CH3:33])([CH3:34])[O:29]2)[CH3:27])[N:22]=1. (7) The product is: [N:7]1([C:13]2[CH:14]=[C:15]([CH:18]=[CH:19][C:20]=2[C:21]([F:22])([F:23])[F:24])[CH2:16][NH2:17])[CH2:8][CH2:9][CH2:10][CH2:11][CH2:12]1. Given the reactants [H-].[Al+3].[Li+].[H-].[H-].[H-].[N:7]1([C:13]2[CH:14]=[C:15]([CH:18]=[CH:19][C:20]=2[C:21]([F:24])([F:23])[F:22])[C:16]#[N:17])[CH2:12][CH2:11][CH2:10][CH2:9][CH2:8]1.O, predict the reaction product.